From a dataset of Forward reaction prediction with 1.9M reactions from USPTO patents (1976-2016). Predict the product of the given reaction. (1) Given the reactants [Br:1][C:2]1[CH:3]=[C:4]([CH:21]=[C:22]([CH:24]=[O:25])[CH:23]=1)[CH2:5][O:6][C:7]1[CH:12]=[CH:11][CH:10]=[CH:9][C:8]=1[CH2:13][C:14]([O:16][C:17]([CH3:20])([CH3:19])[CH3:18])=[O:15].[OH-:26].[K+].II.[CH3:30]O, predict the reaction product. The product is: [Br:1][C:2]1[CH:23]=[C:22]([CH:21]=[C:4]([CH2:5][O:6][C:7]2[CH:12]=[CH:11][CH:10]=[CH:9][C:8]=2[CH2:13][C:14]([O:16][C:17]([CH3:20])([CH3:19])[CH3:18])=[O:15])[CH:3]=1)[C:24]([O:26][CH3:30])=[O:25]. (2) Given the reactants [CH:1]([C:4]1[N:8]=[C:7]([N:9]2[CH2:14][CH2:13][CH:12]([N:15]3[CH2:19][CH2:18][C@H:17]([NH:20][CH3:21])[C:16]3=[O:22])[CH2:11][CH2:10]2)[S:6][N:5]=1)([CH3:3])[CH3:2].[F:23][C:24]1[CH:29]=[C:28]([S:30]([CH3:33])(=[O:32])=[O:31])[C:27]([F:34])=[CH:26][C:25]=1F.C([O-])([O-])=O.[Na+].[Na+], predict the reaction product. The product is: [F:23][C:24]1[CH:29]=[C:28]([S:30]([CH3:33])(=[O:32])=[O:31])[C:27]([F:34])=[CH:26][C:25]=1[N:20]([CH3:21])[C@H:17]1[CH2:18][CH2:19][N:15]([CH:12]2[CH2:13][CH2:14][N:9]([C:7]3[S:6][N:5]=[C:4]([CH:1]([CH3:3])[CH3:2])[N:8]=3)[CH2:10][CH2:11]2)[C:16]1=[O:22]. (3) The product is: [C:1]([O:5][C:6](=[O:15])[C:7]1[CH:12]=[C:11]([Cl:13])[C:10]([CH3:16])=[N:9][CH:8]=1)([CH3:4])([CH3:3])[CH3:2]. Given the reactants [C:1]([O:5][C:6](=[O:15])[C:7]1[CH:12]=[C:11]([Cl:13])[C:10](Cl)=[N:9][CH:8]=1)([CH3:4])([CH3:3])[CH3:2].[CH3:16]N1C(=O)CCC1.C[Mg]Cl.C[Mg]Br, predict the reaction product. (4) Given the reactants [C:1]([O:5][C:6]([NH:8][CH:9]1[C:14](=[O:15])[NH:13][CH:12]([C:16]([O:18]CC)=O)[CH2:11][CH2:10]1)=[O:7])([CH3:4])([CH3:3])[CH3:2].[NH3:21].CO, predict the reaction product. The product is: [NH2:21][C:16]([CH:12]1[NH:13][C:14](=[O:15])[CH:9]([NH:8][C:6](=[O:7])[O:5][C:1]([CH3:2])([CH3:3])[CH3:4])[CH2:10][CH2:11]1)=[O:18]. (5) The product is: [Cl:1][C:2]1[C:10]([O:14][CH3:13])=[CH:9][C:5]([C:6]([OH:8])=[O:7])=[C:4]([F:12])[CH:3]=1. Given the reactants [Cl:1][C:2]1[C:10](F)=[CH:9][C:5]([C:6]([OH:8])=[O:7])=[C:4]([F:12])[CH:3]=1.[CH3:13][OH:14].[H-].[Na+].Cl, predict the reaction product. (6) The product is: [CH:15]1([CH2:18][NH:14][CH2:13][CH2:12][CH2:11][N:8]2[CH2:7][CH2:6][N:5]([CH2:4][CH2:3][CH2:2][NH:1][CH2:18][CH:15]3[CH2:17][CH2:16]3)[CH2:10][CH2:9]2)[CH2:17][CH2:16]1. Given the reactants [NH2:1][CH2:2][CH2:3][CH2:4][N:5]1[CH2:10][CH2:9][N:8]([CH2:11][CH2:12][CH2:13][NH2:14])[CH2:7][CH2:6]1.[CH:15]1([CH:18]=O)[CH2:17][CH2:16]1.[BH4-].[Na+].O, predict the reaction product.